From a dataset of Full USPTO retrosynthesis dataset with 1.9M reactions from patents (1976-2016). Predict the reactants needed to synthesize the given product. (1) Given the product [O:1]1[CH:5]=[CH:4][N:3]=[C:2]1[CH2:6][O:7][C:8]1[N:9]=[CH:10][C:11]([C:14]([OH:16])=[O:15])=[N:12][CH:13]=1, predict the reactants needed to synthesize it. The reactants are: [O:1]1[CH:5]=[CH:4][N:3]=[C:2]1[CH2:6][O:7][C:8]1[N:9]=[CH:10][C:11]([C:14]([O:16]C)=[O:15])=[N:12][CH:13]=1.[OH-].[Na+].Cl. (2) The reactants are: [CH3:1][O:2][C:3]1[C:12]2[C:11]([N:13]3[CH2:18][CH2:17][NH:16][CH2:15][CH2:14]3)=[N:10][C:9]([C:19]3[CH:24]=[CH:23][N:22]=[CH:21][CH:20]=3)=[N:8][C:7]=2[CH:6]=[N:5][CH:4]=1.[CH3:25][CH2:26][N:27](CC)CC.ClCC#N. Given the product [CH3:1][O:2][C:3]1[C:12]2[C:11]([N:13]3[CH2:18][CH2:17][N:16]([CH2:25][C:26]#[N:27])[CH2:15][CH2:14]3)=[N:10][C:9]([C:19]3[CH:24]=[CH:23][N:22]=[CH:21][CH:20]=3)=[N:8][C:7]=2[CH:6]=[N:5][CH:4]=1, predict the reactants needed to synthesize it. (3) Given the product [C:1]([O:5][C:6](=[O:25])[NH:7][C:8]1[CH:13]=[C:12]([O:14][CH2:15][C:16]([F:18])([F:17])[F:19])[C:11]([C:20]([F:22])([F:23])[F:21])=[CH:10][C:9]=1[NH:24][C:31](=[O:30])[CH2:32][C:33]([C:35]1[CH:40]=[CH:39][CH:38]=[C:37]([C:41]2[CH:46]=[CH:45][N:44]=[C:43]([CH:47]3[CH2:48][CH2:49]3)[CH:42]=2)[CH:36]=1)=[O:34])([CH3:4])([CH3:2])[CH3:3], predict the reactants needed to synthesize it. The reactants are: [C:1]([O:5][C:6](=[O:25])[NH:7][C:8]1[CH:13]=[C:12]([O:14][CH2:15][C:16]([F:19])([F:18])[F:17])[C:11]([C:20]([F:23])([F:22])[F:21])=[CH:10][C:9]=1[NH2:24])([CH3:4])([CH3:3])[CH3:2].C([O:30][C:31](=O)[CH2:32][C:33]([C:35]1[CH:40]=[CH:39][CH:38]=[C:37]([C:41]2[CH:46]=[CH:45][N:44]=[C:43]([CH:47]3[CH2:49][CH2:48]3)[CH:42]=2)[CH:36]=1)=[O:34])(C)(C)C.